From a dataset of Full USPTO retrosynthesis dataset with 1.9M reactions from patents (1976-2016). Predict the reactants needed to synthesize the given product. (1) Given the product [C:17]([N:19]([CH2:7][CH2:6][C@H:2]([OH:1])[C:3]([OH:5])=[O:4])[C:20]([NH2:32])=[N:21][C:22]([O:24][CH2:25][C:26]1[CH:27]=[CH:28][CH:29]=[CH:30][CH:31]=1)=[O:23])([O:16][CH2:9][C:10]1[CH:11]=[CH:12][CH:13]=[CH:14][CH:15]=1)=[O:18], predict the reactants needed to synthesize it. The reactants are: [OH:1][C@@H:2]([CH2:6][CH2:7]N)[C:3]([OH:5])=[O:4].[CH2:9]([O:16][C:17]([NH:19][C:20]([N:32]1C=CC=N1)=[N:21][C:22]([O:24][CH2:25][C:26]1[CH:31]=[CH:30][CH:29]=[CH:28][CH:27]=1)=[O:23])=[O:18])[C:10]1[CH:15]=[CH:14][CH:13]=[CH:12][CH:11]=1.CCN(C(C)C)C(C)C. (2) Given the product [F:1][C:2]1[CH:3]=[C:4]([NH:8][C:9]2[N:14]=[C:13]([NH:15][CH2:16][CH2:17][CH3:18])[C:12]([C:19]3[O:31][C:23]4[CH:24]=[C:25]([N+:28]([O-:30])=[O:29])[CH:26]=[CH:27][C:22]=4[N:21]=3)=[CH:11][N:10]=2)[CH:5]=[CH:6][CH:7]=1, predict the reactants needed to synthesize it. The reactants are: [F:1][C:2]1[CH:3]=[C:4]([NH:8][C:9]2[N:14]=[C:13]([NH:15][CH2:16][CH2:17][CH3:18])[C:12]([C:19]([NH:21][C:22]3[CH:27]=[CH:26][C:25]([N+:28]([O-:30])=[O:29])=[CH:24][C:23]=3[OH:31])=O)=[CH:11][N:10]=2)[CH:5]=[CH:6][CH:7]=1.O.C1(C)C=CC(S(O)(=O)=O)=CC=1.